Predict the reactants needed to synthesize the given product. From a dataset of Full USPTO retrosynthesis dataset with 1.9M reactions from patents (1976-2016). (1) Given the product [OH:14][C:11]1[CH:10]=[CH:9][C:8]([CH2:7][C@H:5]([NH:6][C:31](=[O:32])[CH2:30][C:24]2[CH:29]=[CH:28][CH:27]=[CH:26][CH:25]=2)[C:4]([O:3][CH3:2])=[O:15])=[CH:13][CH:12]=1, predict the reactants needed to synthesize it. The reactants are: Cl.[CH3:2][O:3][C:4](=[O:15])[C@H:5]([CH2:7][C:8]1[CH:13]=[CH:12][C:11]([OH:14])=[CH:10][CH:9]=1)[NH2:6].C(N(CC)CC)C.Cl.[C:24]1([CH2:30][C:31](Cl)=[O:32])[CH:29]=[CH:28][CH:27]=[CH:26][CH:25]=1. (2) Given the product [O:6]=[C:2]1[CH2:3][CH2:4][CH2:5][N:1]1[CH2:10][CH2:11][N:12]1[C:13](=[O:22])[C:14]2[C:15](=[CH:18][CH:19]=[CH:20][CH:21]=2)[C:16]1=[O:17], predict the reactants needed to synthesize it. The reactants are: [NH:1]1[CH2:5][CH2:4][CH2:3][C:2]1=[O:6].[H-].[Na+].Br[CH2:10][CH2:11][N:12]1[C:16](=[O:17])[C:15]2=[CH:18][CH:19]=[CH:20][CH:21]=[C:14]2[C:13]1=[O:22]. (3) Given the product [C:1]([O:5][C:6]([N:8]1[C:16]2[C:11](=[CH:12][CH:13]=[C:14]([N+:17]([O-:19])=[O:18])[CH:15]=2)[C:10]([C:29]2[N:28]([C:26]([O:25][C:21]([CH3:24])([CH3:23])[CH3:22])=[O:27])[CH:32]=[CH:31][CH:30]=2)=[N:9]1)=[O:7])([CH3:4])([CH3:3])[CH3:2], predict the reactants needed to synthesize it. The reactants are: [C:1]([O:5][C:6]([N:8]1[C:16]2[C:11](=[CH:12][CH:13]=[C:14]([N+:17]([O-:19])=[O:18])[CH:15]=2)[C:10](I)=[N:9]1)=[O:7])([CH3:4])([CH3:3])[CH3:2].[C:21]([O:25][C:26]([N:28]1[CH:32]=[CH:31][CH:30]=[C:29]1B(O)O)=[O:27])([CH3:24])([CH3:23])[CH3:22].